Task: Predict the product of the given reaction.. Dataset: Forward reaction prediction with 1.9M reactions from USPTO patents (1976-2016) (1) The product is: [OH:5][CH2:4][C:3]1[C:2]([CH3:1])=[N:11][CH:10]=[CH:9][CH:8]=1. Given the reactants [CH3:1][C:2]1[N:11]=[CH:10][CH:9]=[CH:8][C:3]=1[C:4](OC)=[O:5].[H-].[H-].[H-].[H-].[Li+].[Al+3].O, predict the reaction product. (2) The product is: [CH3:37][N:36]([S:33]([N:6]([CH2:5][C:4]([OH:39])=[O:3])[CH2:7][C:8]1[CH:13]=[CH:12][CH:11]=[C:10]([O:14][CH2:15][CH2:16][C:17]2[N:18]=[C:19]([C:23]3[CH:24]=[CH:25][C:26]([C:29]([F:30])([F:31])[F:32])=[CH:27][CH:28]=3)[O:20][C:21]=2[CH3:22])[CH:9]=1)(=[O:34])=[O:35])[CH3:38]. Given the reactants C([O:3][C:4](=[O:39])[CH2:5][N:6]([S:33]([N:36]([CH3:38])[CH3:37])(=[O:35])=[O:34])[CH2:7][C:8]1[CH:13]=[CH:12][CH:11]=[C:10]([O:14][CH2:15][CH2:16][C:17]2[N:18]=[C:19]([C:23]3[CH:28]=[CH:27][C:26]([C:29]([F:32])([F:31])[F:30])=[CH:25][CH:24]=3)[O:20][C:21]=2[CH3:22])[CH:9]=1)C.O.[OH-].[Li+], predict the reaction product.